Task: Predict the product of the given reaction.. Dataset: Forward reaction prediction with 1.9M reactions from USPTO patents (1976-2016) Given the reactants [F:1][C:2]([F:25])([F:24])[CH:3]([C:5]1[C:13]2[O:12][C:11]([C:14]3[CH:19]=[CH:18][C:17]([O:20][CH3:21])=[CH:16][CH:15]=3)=[CH:10][C:9]=2[CH:8]=[C:7]([O:22][CH3:23])[CH:6]=1)O.[H-].[Na+].CC1C=CC(S(Cl)(=O)=O)=CC=1.[H-].[H-].[H-].[H-].[Li+].[Al+3], predict the reaction product. The product is: [CH3:23][O:22][C:7]1[CH:6]=[C:5]([CH2:3][C:2]([F:25])([F:24])[F:1])[C:13]2[O:12][C:11]([C:14]3[CH:15]=[CH:16][C:17]([O:20][CH3:21])=[CH:18][CH:19]=3)=[CH:10][C:9]=2[CH:8]=1.